Task: Predict the reactants needed to synthesize the given product.. Dataset: Full USPTO retrosynthesis dataset with 1.9M reactions from patents (1976-2016) (1) Given the product [C:43]([C:40]1([C:35]2[CH:36]=[CH:37][CH:38]=[CH:39][C:34]=2[C:32]#[C:33][C:2]2[C:7]([C:8]([F:11])([F:10])[F:9])=[CH:6][N:5]=[C:4]([NH:12][C:13]3[CH:14]=[CH:15][C:16]([CH:19]4[CH2:24][CH2:23][N:22]([C:25]([O:27][C:28]([CH3:31])([CH3:30])[CH3:29])=[O:26])[CH2:21][CH2:20]4)=[N:17][CH:18]=3)[N:3]=2)[CH2:41][CH2:42]1)(=[O:44])[NH2:45], predict the reactants needed to synthesize it. The reactants are: Cl[C:2]1[C:7]([C:8]([F:11])([F:10])[F:9])=[CH:6][N:5]=[C:4]([NH:12][C:13]2[CH:14]=[CH:15][C:16]([CH:19]3[CH2:24][CH2:23][N:22]([C:25]([O:27][C:28]([CH3:31])([CH3:30])[CH3:29])=[O:26])[CH2:21][CH2:20]3)=[N:17][CH:18]=2)[N:3]=1.[C:32]([C:34]1[CH:39]=[CH:38][CH:37]=[CH:36][C:35]=1[C:40]1([C:43]([NH2:45])=[O:44])[CH2:42][CH2:41]1)#[CH:33].F[B-](F)(F)F.CCN(C(C)C)C(C)C. (2) The reactants are: C(OO)(C)(C)C.O.O.OCS([O-])=O.[Na+].[C:15]([NH2:19])(=[O:18])[CH:16]=[CH2:17].[CH:20]([S:28]([O-:31])(=[O:30])=[O:29])=[CH:21][C:22]1[CH:27]=[CH:26][CH:25]=[CH:24][CH:23]=1.[K+:32]. Given the product [C:15]([NH2:19])(=[O:18])[CH:16]=[CH2:17].[CH:20]([S:28]([O-:31])(=[O:29])=[O:30])=[CH:21][C:22]1[CH:27]=[CH:26][CH:25]=[CH:24][CH:23]=1.[K+:32], predict the reactants needed to synthesize it. (3) Given the product [O:33]=[S:29]1(=[O:32])[CH2:28][CH:27]=[C:26]([C:22]2[C:23]([F:25])=[CH:24][C:19]([N:15]3[CH2:14][C@H:13]([CH2:12][N:6]4[N:7]=[N:8][C:4]([CH2:1][CH2:2][CH3:3])=[N:5]4)[O:17][C:16]3=[O:18])=[CH:20][C:21]=2[F:34])[CH2:31][CH2:30]1, predict the reactants needed to synthesize it. The reactants are: [CH2:1]([C:4]1[NH:8][N:7]=[N:6][N:5]=1)[CH2:2][CH3:3].N([CH2:12][C@H:13]1[O:17][C:16](=[O:18])[N:15]([C:19]2[CH:24]=[C:23]([F:25])[C:22]([C:26]3[CH2:27][CH2:28][S:29](=[O:33])(=[O:32])[CH2:30][CH:31]=3)=[C:21]([F:34])[CH:20]=2)[CH2:14]1)=[N+]=[N-]. (4) Given the product [Br:14][C:6]1[C:7]2=[N:8][CH:9]=[CH:10][CH:11]=[C:12]2[S:13][C:5]=1[C:3]([OH:4])=[O:2], predict the reactants needed to synthesize it. The reactants are: C[O:2][C:3]([C:5]1[S:13][C:12]2[C:7](=[N:8][CH:9]=[CH:10][CH:11]=2)[C:6]=1[Br:14])=[O:4].O[Li].O. (5) Given the product [NH2:21][C:10]1[S:11][CH2:12][C@@H:13]2[C@@H:14]([C:17]([F:19])([F:18])[F:20])[O:15][CH2:16][C@:8]2([C:6]2[CH:7]=[C:2]([NH:1][C:39]([C:36]3[CH:35]=[N:34][C:33]([CH2:32][F:31])=[CH:38][N:37]=3)=[O:40])[CH:3]=[C:4]([F:30])[C:5]=2[F:29])[N:9]=1, predict the reactants needed to synthesize it. The reactants are: [NH2:1][C:2]1[CH:3]=[C:4]([F:30])[C:5]([F:29])=[C:6]([C@:8]23[CH2:16][O:15][C@H:14]([C:17]([F:20])([F:19])[F:18])[C@H:13]2[CH2:12][S:11][C:10]([NH:21]C(=O)OC(C)(C)C)=[N:9]3)[CH:7]=1.[F:31][CH2:32][C:33]1[N:34]=[CH:35][C:36]([C:39](O)=[O:40])=[N:37][CH:38]=1. (6) Given the product [F:13][CH:12]([F:14])[O:11][C:5]1[CH:6]=[C:7]([NH:26][CH2:25][CH2:24][C:21]2[CH:20]=[CH:19][C:18]([C:17]([F:28])([F:16])[F:27])=[CH:23][N:22]=2)[CH:8]=[CH:9][C:4]=1[O:3][CH:2]([F:15])[F:1], predict the reactants needed to synthesize it. The reactants are: [F:1][CH:2]([F:15])[O:3][C:4]1[CH:9]=[CH:8][C:7](I)=[CH:6][C:5]=1[O:11][CH:12]([F:14])[F:13].[F:16][C:17]([F:28])([F:27])[C:18]1[CH:19]=[CH:20][C:21]([CH2:24][CH2:25][NH2:26])=[N:22][CH:23]=1. (7) Given the product [CH2:5]([S:12][C:13]1[CH:14]=[C:15]([NH2:30])[C:16]([NH:19][C:20]2[CH:25]=[C:24]([F:26])[C:23]([Br:27])=[CH:22][C:21]=2[O:28][CH3:29])=[CH:17][CH:18]=1)[C:6]1[CH:11]=[CH:10][CH:9]=[CH:8][CH:7]=1, predict the reactants needed to synthesize it. The reactants are: C(O)(=O)C.[CH2:5]([S:12][C:13]1[CH:18]=[CH:17][C:16]([NH:19][C:20]2[CH:25]=[C:24]([F:26])[C:23]([Br:27])=[CH:22][C:21]=2[O:28][CH3:29])=[C:15]([N+:30]([O-])=O)[CH:14]=1)[C:6]1[CH:11]=[CH:10][CH:9]=[CH:8][CH:7]=1. (8) The reactants are: [Br:1][C:2]1[CH:3]=[C:4]([CH:8]([S:13]([NH2:16])(=[O:15])=[O:14])[C:9]([OH:12])([CH3:11])[CH3:10])[CH:5]=[CH:6][CH:7]=1.[CH3:17][O:18][C:19](OC)(OC)OC. Given the product [Br:1][C:2]1[CH:3]=[C:4]([CH:8]2[C:9]([CH3:10])([CH3:11])[O:12][C:17]([O:18][CH3:19])=[N:16][S:13]2(=[O:14])=[O:15])[CH:5]=[CH:6][CH:7]=1, predict the reactants needed to synthesize it. (9) Given the product [O:18]1[CH2:17][CH:16]([N:13]2[CH2:14][CH2:15][N:10]([C:7]3[CH:8]=[CH:9][C:4]([NH2:1])=[CH:5][C:6]=3[O:20][CH2:21][CH2:22][O:23][CH:24]3[CH2:29][CH2:28][CH2:27][CH2:26][O:25]3)[CH2:11][CH2:12]2)[CH2:19]1, predict the reactants needed to synthesize it. The reactants are: [N+:1]([C:4]1[CH:9]=[CH:8][C:7]([N:10]2[CH2:15][CH2:14][N:13]([CH:16]3[CH2:19][O:18][CH2:17]3)[CH2:12][CH2:11]2)=[C:6]([O:20][CH2:21][CH2:22][O:23][CH:24]2[CH2:29][CH2:28][CH2:27][CH2:26][O:25]2)[CH:5]=1)([O-])=O.